This data is from Forward reaction prediction with 1.9M reactions from USPTO patents (1976-2016). The task is: Predict the product of the given reaction. (1) The product is: [F:1][C:2]1[CH:10]=[C:9]2[C:5]([C:6]([CH:11]3[CH2:16][CH2:15][N:14]([CH3:17])[CH2:13][CH2:12]3)=[CH:7][NH:8]2)=[CH:4][C:3]=1[O:18][CH3:19]. Given the reactants [F:1][C:2]1[CH:10]=[C:9]2[C:5]([C:6]([C:11]3[CH2:12][CH2:13][N:14]([CH3:17])[CH2:15][CH:16]=3)=[CH:7][NH:8]2)=[CH:4][C:3]=1[O:18][CH3:19].[BH4-].[Na+].C(O)(=O)C.Cl.[OH-].[Na+], predict the reaction product. (2) Given the reactants [NH2:1][CH2:2][CH2:3][C:4]1[CH:34]=[CH:33][C:7]([NH:8][CH:9]2[CH2:14][CH2:13][N:12]([C:15]([C:17]3[CH:22]=[CH:21][C:20]([N:23](CCCCCC)[C:24]([NH2:26])=[O:25])=[CH:19][CH:18]=3)=[O:16])[CH2:11][CH2:10]2)=[CH:6][CH:5]=1.C([Si]([O:52][C:53]1[CH:58]=[CH:57][C:56]([O:59][CH2:60][CH:61]2[CH2:63][O:62]2)=[CH:55][CH:54]=1)(C1C=CC=CC=1)C1C=CC=CC=1)(C)(C)C, predict the reaction product. The product is: [CH2:2]([NH:26][C:24]([NH:23][C:20]1[CH:21]=[CH:22][C:17]([C:15]([N:12]2[CH2:11][CH2:10][CH:9]([NH:8][C:7]3[CH:33]=[CH:34][C:4]([CH2:3][CH2:2][NH:1][CH2:63][C@H:61]([OH:62])[CH2:60][O:59][C:56]4[CH:57]=[CH:58][C:53]([OH:52])=[CH:54][CH:55]=4)=[CH:5][CH:6]=3)[CH2:14][CH2:13]2)=[O:16])=[CH:18][CH:19]=1)=[O:25])[CH2:3][CH2:4][CH2:5][CH2:6][CH3:7].